The task is: Regression. Given two drug SMILES strings and cell line genomic features, predict the synergy score measuring deviation from expected non-interaction effect.. This data is from NCI-60 drug combinations with 297,098 pairs across 59 cell lines. (1) Drug 1: CC1=C(C(CCC1)(C)C)C=CC(=CC=CC(=CC(=O)O)C)C. Drug 2: COC1=NC(=NC2=C1N=CN2C3C(C(C(O3)CO)O)O)N. Cell line: UACC-257. Synergy scores: CSS=4.09, Synergy_ZIP=0.494, Synergy_Bliss=4.32, Synergy_Loewe=-0.412, Synergy_HSA=2.34. (2) Drug 1: C1CC(C1)(C(=O)O)C(=O)O.[NH2-].[NH2-].[Pt+2]. Drug 2: C1CC(=O)NC(=O)C1N2C(=O)C3=CC=CC=C3C2=O. Cell line: NCI-H226. Synergy scores: CSS=-2.26, Synergy_ZIP=2.19, Synergy_Bliss=2.19, Synergy_Loewe=-2.65, Synergy_HSA=-2.34. (3) Drug 1: CC1C(C(CC(O1)OC2CC(CC3=C2C(=C4C(=C3O)C(=O)C5=C(C4=O)C(=CC=C5)OC)O)(C(=O)C)O)N)O.Cl. Drug 2: CCC(=C(C1=CC=CC=C1)C2=CC=C(C=C2)OCCN(C)C)C3=CC=CC=C3.C(C(=O)O)C(CC(=O)O)(C(=O)O)O. Cell line: NCI-H522. Synergy scores: CSS=20.0, Synergy_ZIP=-4.33, Synergy_Bliss=2.50, Synergy_Loewe=-4.19, Synergy_HSA=2.91. (4) Drug 2: CC1=C2C(C(=O)C3(C(CC4C(C3C(C(C2(C)C)(CC1OC(=O)C(C(C5=CC=CC=C5)NC(=O)OC(C)(C)C)O)O)OC(=O)C6=CC=CC=C6)(CO4)OC(=O)C)O)C)O. Cell line: NCI-H460. Drug 1: CNC(=O)C1=CC=CC=C1SC2=CC3=C(C=C2)C(=NN3)C=CC4=CC=CC=N4. Synergy scores: CSS=47.4, Synergy_ZIP=13.6, Synergy_Bliss=16.1, Synergy_Loewe=-13.7, Synergy_HSA=16.1. (5) Drug 1: C1=CC=C(C=C1)NC(=O)CCCCCCC(=O)NO. Drug 2: C1CN(P(=O)(OC1)NCCCl)CCCl. Cell line: HCT116. Synergy scores: CSS=28.5, Synergy_ZIP=8.67, Synergy_Bliss=7.35, Synergy_Loewe=-36.8, Synergy_HSA=0.403.